Task: Predict the reactants needed to synthesize the given product.. Dataset: Full USPTO retrosynthesis dataset with 1.9M reactions from patents (1976-2016) (1) Given the product [Cl:21][CH2:20][CH2:19][N:2]1[CH2:10][CH2:9][CH:8]=[C:4]([C:5]([O:7][CH3:11])=[O:6])[CH2:3]1, predict the reactants needed to synthesize it. The reactants are: Cl.[NH:2]1[CH2:10][CH2:9][CH:8]=[C:4]([C:5]([OH:7])=[O:6])[CH2:3]1.[CH2:11](N(CC)CC)C.Br[CH2:19][CH2:20][Cl:21]. (2) Given the product [Cl:1][C:2]1[CH:3]=[C:4]2[C:8](=[CH:9][CH:10]=1)[NH:7][C:6]([C:11]([NH:39][CH2:38][C:34]1[CH:33]=[C:32]([CH:37]=[CH:36][CH:35]=1)[O:31][C:28]1[CH:29]=[CH:30][C:25]([CH2:24][CH2:23][C:22]([OH:41])=[O:21])=[C:26]([CH3:40])[CH:27]=1)=[O:13])=[C:5]2[C:14]1[CH:15]=[CH:16][CH:17]=[CH:18][CH:19]=1, predict the reactants needed to synthesize it. The reactants are: [Cl:1][C:2]1[CH:3]=[C:4]2[C:8](=[CH:9][CH:10]=1)[NH:7][C:6]([C:11]([OH:13])=O)=[C:5]2[C:14]1[CH:19]=[CH:18][CH:17]=[CH:16][CH:15]=1.C[O:21][C:22](=[O:41])[CH2:23][CH2:24][C:25]1[CH:30]=[CH:29][C:28]([O:31][C:32]2[CH:37]=[CH:36][CH:35]=[C:34]([CH2:38][NH2:39])[CH:33]=2)=[CH:27][C:26]=1[CH3:40].